From a dataset of Full USPTO retrosynthesis dataset with 1.9M reactions from patents (1976-2016). Predict the reactants needed to synthesize the given product. (1) Given the product [OH:2][C:3]1[CH:20]=[CH:19][C:18]2[C:17]3[C:12](=[CH:13][CH:14]=[CH:15][CH:16]=3)[C:11]3[C:6](=[CH:7][CH:8]=[CH:9][C:10]=3[OH:21])[C:5]=2[CH:4]=1, predict the reactants needed to synthesize it. The reactants are: C[O:2][C:3]1[CH:20]=[CH:19][C:18]2[C:17]3[C:12](=[CH:13][CH:14]=[CH:15][CH:16]=3)[C:11]3[C:6](=[CH:7][CH:8]=[CH:9][C:10]=3[O:21]C)[C:5]=2[CH:4]=1.Cl.N1C=CC=CC=1. (2) Given the product [CH3:22][O:21][CH2:20][C:19]1[C:14]([N:11]2[CH2:12][CH2:13][NH:8][CH2:9][CH2:10]2)=[N:15][CH:16]=[CH:17][CH:18]=1, predict the reactants needed to synthesize it. The reactants are: C([N:8]1[CH2:13][CH2:12][N:11]([C:14]2[C:19]([CH2:20][O:21][CH3:22])=[CH:18][CH:17]=[CH:16][N:15]=2)[CH2:10][CH2:9]1)C1C=CC=CC=1.C([O-])=O.[NH4+].C=O.